Predict which catalyst facilitates the given reaction. From a dataset of Catalyst prediction with 721,799 reactions and 888 catalyst types from USPTO. Reactant: [N:1]1([C:7](Cl)=[O:8])[CH2:6][CH2:5][O:4][CH2:3][CH2:2]1.[CH:10]1([N:14]2[CH2:19][CH2:18][CH:17]([O:20][C:21]3[CH:26]=[CH:25][C:24]([N:27]4[CH2:32][CH2:31][NH:30][CH2:29][CH2:28]4)=[CH:23][CH:22]=3)[CH2:16][CH2:15]2)[CH2:13][CH2:12][CH2:11]1.C(NCC)C. Product: [CH:10]1([N:14]2[CH2:19][CH2:18][CH:17]([O:20][C:21]3[CH:26]=[CH:25][C:24]([N:27]4[CH2:32][CH2:31][N:30]([C:7]([N:1]5[CH2:6][CH2:5][O:4][CH2:3][CH2:2]5)=[O:8])[CH2:29][CH2:28]4)=[CH:23][CH:22]=3)[CH2:16][CH2:15]2)[CH2:13][CH2:12][CH2:11]1. The catalyst class is: 4.